Regression/Classification. Given a drug SMILES string, predict its absorption, distribution, metabolism, or excretion properties. Task type varies by dataset: regression for continuous measurements (e.g., permeability, clearance, half-life) or binary classification for categorical outcomes (e.g., BBB penetration, CYP inhibition). For this dataset (solubility_aqsoldb), we predict Y. From a dataset of Aqueous solubility values for 9,982 compounds from the AqSolDB database. (1) The molecule is COc1ccc(N/N=C2\C(=O)C=Cc3ccccc32)c([N+](=O)[O-])c1. The Y is -7.99 log mol/L. (2) The molecule is O=c1cnc2c(=O)[nH]cnc2[nH]1. The Y is -2.82 log mol/L. (3) The compound is O=C(O)Cc1ccccc1C(=O)O. The Y is -1.05 log mol/L.